From a dataset of Full USPTO retrosynthesis dataset with 1.9M reactions from patents (1976-2016). Predict the reactants needed to synthesize the given product. (1) Given the product [C:8]([C:10]1[CH:15]=[CH:14][C:13]([C:16]2[CH:21]=[CH:20][C:19]([O:22][C:23](=[O:43])[C:24]3[CH:29]=[CH:28][C:27]([O:30][CH2:31][CH2:32][CH2:33][CH2:34][CH2:35][CH2:36][O:37][C:38](=[O:42])[CH:39]=[CH2:40])=[CH:26][CH:25]=3)=[CH:18][C:17]=2[CH3:44])=[CH:12][CH:11]=1)#[N:9], predict the reactants needed to synthesize it. The reactants are: C(N(CC)CC)C.[C:8]([C:10]1[CH:15]=[CH:14][C:13]([C:16]2[CH:21]=[CH:20][C:19]([O:22][C:23](=[O:43])[C:24]3[CH:29]=[CH:28][C:27]([O:30][CH2:31][CH2:32][CH2:33][CH2:34][CH2:35][CH2:36][O:37][C:38](=[O:42])[CH2:39][CH2:40]Cl)=[CH:26][CH:25]=3)=[CH:18][C:17]=2[CH3:44])=[CH:12][CH:11]=1)#[N:9]. (2) The reactants are: Br[C:2]1[C:3]([O:8][C:9]2[CH:14]=[CH:13][C:12]([NH:15][C:16]3[CH:21]=[CH:20][CH:19]=[CH:18][N:17]=3)=[CH:11][CH:10]=2)=[N:4][CH:5]=[CH:6][CH:7]=1.C1C=CC(P(C2C(C3C(P(C4C=CC=CC=4)C4C=CC=CC=4)=CC=C4C=3C=CC=C4)=C3C(C=CC=C3)=CC=2)C2C=CC=CC=2)=CC=1.C([O-])([O-])=O.[Cs+].[Cs+].[NH:74]1[CH2:78][CH2:77][CH2:76][CH2:75]1. Given the product [N:74]1([C:2]2[C:3]([O:8][C:9]3[CH:14]=[CH:13][C:12]([NH:15][C:16]4[CH:21]=[CH:20][CH:19]=[CH:18][N:17]=4)=[CH:11][CH:10]=3)=[N:4][CH:5]=[CH:6][CH:7]=2)[CH2:78][CH2:77][CH2:76][CH2:75]1, predict the reactants needed to synthesize it. (3) Given the product [CH:23]([C:4]1[CH:3]=[C:2]([NH:1][C:29]([O:31][C:32]([CH3:34])=[CH2:33])=[O:30])[N:6]([C:7]2[CH:8]=[C:9]3[C:13](=[CH:14][CH:15]=2)[N:12]([C:16]([O:18][C:19]([CH3:20])([CH3:22])[CH3:21])=[O:17])[N:11]=[CH:10]3)[N:5]=1)([CH3:25])[CH3:24], predict the reactants needed to synthesize it. The reactants are: [NH2:1][C:2]1[N:6]([C:7]2[CH:8]=[C:9]3[C:13](=[CH:14][CH:15]=2)[N:12]([C:16]([O:18][C:19]([CH3:22])([CH3:21])[CH3:20])=[O:17])[N:11]=[CH:10]3)[N:5]=[C:4]([CH:23]([CH3:25])[CH3:24])[CH:3]=1.[OH-].[Na+].Cl[C:29]([O:31][C:32]([CH3:34])=[CH2:33])=[O:30]. (4) The reactants are: [Cl:1][C:2]1[C:3]([C:17]2[CH:22]=[CH:21][N:20]=[C:19]3[NH:23][C:24]([CH:26]4[CH2:31][CH2:30][N:29](C(OC(C)(C)C)=O)[CH2:28][CH2:27]4)=[CH:25][C:18]=23)=[CH:4][C:5]([NH:8][CH2:9][C:10]2[CH:15]=[CH:14][CH:13]=[C:12]([F:16])[CH:11]=2)=[N:6][CH:7]=1. Given the product [Cl:1][C:2]1[C:3]([C:17]2[CH:22]=[CH:21][N:20]=[C:19]3[NH:23][C:24]([CH:26]4[CH2:27][CH2:28][NH:29][CH2:30][CH2:31]4)=[CH:25][C:18]=23)=[CH:4][C:5]([NH:8][CH2:9][C:10]2[CH:15]=[CH:14][CH:13]=[C:12]([F:16])[CH:11]=2)=[N:6][CH:7]=1, predict the reactants needed to synthesize it.